Dataset: Catalyst prediction with 721,799 reactions and 888 catalyst types from USPTO. Task: Predict which catalyst facilitates the given reaction. (1) Reactant: [F:1][C:2]1[CH:7]=[CH:6][C:5]([C:8]([C:10]2[CH:11]=[N:12][C:13]([N:16]3[CH2:21][CH2:20][NH:19][CH2:18][CH2:17]3)=[N:14][CH:15]=2)=[O:9])=[CH:4][CH:3]=1.[CH3:22][CH2:23][Mg+].[Br-]. Product: [F:1][C:2]1[CH:7]=[CH:6][C:5]([C:8]([C:10]2[CH:11]=[N:12][C:13]([N:16]3[CH2:21][CH2:20][NH:19][CH2:18][CH2:17]3)=[N:14][CH:15]=2)([OH:9])[CH2:22][CH3:23])=[CH:4][CH:3]=1. The catalyst class is: 1. (2) Reactant: [Br:1]N1C(=O)CCC1=O.[CH3:9][C:10]1[CH:14]=[C:13]([NH:15][S:16]([C:19]2[CH:24]=[CH:23][C:22]([C:25]3[CH:30]=[CH:29][C:28]([CH3:31])=[CH:27][CH:26]=3)=[CH:21][CH:20]=2)(=[O:18])=[O:17])[O:12][N:11]=1. Product: [Br:1][C:14]1[C:10]([CH3:9])=[N:11][O:12][C:13]=1[NH:15][S:16]([C:19]1[CH:20]=[CH:21][C:22]([C:25]2[CH:30]=[CH:29][C:28]([CH3:31])=[CH:27][CH:26]=2)=[CH:23][CH:24]=1)(=[O:18])=[O:17]. The catalyst class is: 452. (3) Reactant: C(N[CH:5]([CH3:7])[CH3:6])(C)C.[CH2:8]([Li])CCC.CCCCCC.[F:19][C:20]1[CH:25]=[C:24]([CH3:26])[CH:23]=[CH:22][N:21]=1.[O:27]1[CH2:31][CH2:30][CH2:29][CH2:28]1. Product: [F:19][C:20]1[CH:25]=[C:24]([CH2:26][C:31]([C:30]2[CH:29]=[CH:28][CH:7]=[C:5]([CH3:6])[CH:8]=2)=[O:27])[CH:23]=[CH:22][N:21]=1. The catalyst class is: 6. (4) Reactant: [CH:1]([N:4]([CH3:15])[C@@H:5]1[CH2:10][CH2:9][C@H:8]([NH2:11])[C@H:7]([CH2:12][O:13][CH3:14])[CH2:6]1)([CH3:3])[CH3:2].[CH2:16]([O:23][C:24]([NH:26][CH2:27][C:28](O)=[O:29])=[O:25])[C:17]1[CH:22]=[CH:21][CH:20]=[CH:19][CH:18]=1.C(N(C(C)C)CC)(C)C.CN(C(ON1N=NC2C=CC=NC1=2)=[N+](C)C)C.F[P-](F)(F)(F)(F)F. Product: [CH:1]([N:4]([CH3:15])[C@@H:5]1[CH2:10][CH2:9][C@H:8]([NH:11][C:28](=[O:29])[CH2:27][NH:26][C:24](=[O:25])[O:23][CH2:16][C:17]2[CH:22]=[CH:21][CH:20]=[CH:19][CH:18]=2)[C@H:7]([CH2:12][O:13][CH3:14])[CH2:6]1)([CH3:3])[CH3:2]. The catalyst class is: 10.